This data is from Catalyst prediction with 721,799 reactions and 888 catalyst types from USPTO. The task is: Predict which catalyst facilitates the given reaction. (1) Reactant: [NH:1]1[CH:5]=[CH:4][CH:3]=[C:2]1/[CH:6]=[C:7]1\[C:8](=[O:16])[NH:9][C:10]2[C:15]\1=[CH:14][CH:13]=[CH:12][CH:11]=2.[CH2:17]=O.[NH:19]1[CH2:24][CH2:23][CH2:22][CH2:21][CH2:20]1. Product: [N:19]1([CH2:17][N:9]2[C:10]3[C:15](=[CH:14][CH:13]=[CH:12][CH:11]=3)[C:7](=[CH:6][C:2]3[NH:1][CH:5]=[CH:4][CH:3]=3)[C:8]2=[O:16])[CH2:24][CH2:23][CH2:22][CH2:21][CH2:20]1. The catalyst class is: 14. (2) Reactant: [NH2:1][NH:2][C:3]([NH2:5])=[S:4].[Cl:6][C:7]1[CH:8]=[C:9]([CH2:14][C:15](Br)=O)[CH:10]=[CH:11][C:12]=1[Cl:13]. Product: [Cl:6][C:7]1[CH:8]=[C:9]([C:14]2[N:5]=[C:3]([NH:2][NH2:1])[S:4][CH:15]=2)[CH:10]=[CH:11][C:12]=1[Cl:13]. The catalyst class is: 12.